This data is from Catalyst prediction with 721,799 reactions and 888 catalyst types from USPTO. The task is: Predict which catalyst facilitates the given reaction. (1) Reactant: [NH2:1][C:2]([CH3:36])([CH2:27][O:28]CC1C=CC=CC=1)[CH2:3][NH:4][C:5]([C:7]1[N:11]2[CH:12]=[CH:13][CH:14]=[C:15]([O:16][CH2:17][C:18]3[C:23]([F:24])=[CH:22][CH:21]=[CH:20][C:19]=3[F:25])[C:10]2=[N:9][C:8]=1[CH3:26])=[O:6].C1CCCCC=1. Product: [NH2:1][C:2]([CH3:36])([CH2:27][OH:28])[CH2:3][NH:4][C:5]([C:7]1[N:11]2[CH:12]=[CH:13][CH:14]=[C:15]([O:16][CH2:17][C:18]3[C:23]([F:24])=[CH:22][CH:21]=[CH:20][C:19]=3[F:25])[C:10]2=[N:9][C:8]=1[CH3:26])=[O:6]. The catalyst class is: 29. (2) Reactant: [OH-].[Na+].[NH2:3][CH:4]([C:15]([OH:17])=[O:16])[CH2:5][C:6]1[C:14]2[C:9](=[CH:10][CH:11]=[CH:12][CH:13]=2)[NH:8][CH:7]=1.[C:18]1([CH2:24][CH2:25][C:26](Cl)=[O:27])[CH:23]=[CH:22][CH:21]=[CH:20][CH:19]=1.Cl. Product: [C:18]1([CH2:24][CH2:25][C:26]([NH:3][C@H:4]([C:15]([OH:17])=[O:16])[CH2:5][C:6]2[C:14]3[C:9](=[CH:10][CH:11]=[CH:12][CH:13]=3)[NH:8][CH:7]=2)=[O:27])[CH:23]=[CH:22][CH:21]=[CH:20][CH:19]=1. The catalyst class is: 90. (3) Reactant: [Si]([O:18][CH:19]1[CH2:22][C:21]([CH2:45][C:46]#[N:47])([N:23]2[CH:27]=[C:26]([C:28]3[CH:33]=[CH:32][N:31]=[C:30]4[N:34]([CH2:37][O:38][CH2:39][CH2:40][Si:41]([CH3:44])([CH3:43])[CH3:42])[CH:35]=[CH:36][C:29]=34)[CH:25]=[N:24]2)[CH2:20]1)(C(C)(C)C)(C1C=CC=CC=1)C1C=CC=CC=1.[OH-].[Na+]. Product: [OH:18][CH:19]1[CH2:22][C:21]([CH2:45][C:46]#[N:47])([N:23]2[CH:27]=[C:26]([C:28]3[CH:33]=[CH:32][N:31]=[C:30]4[N:34]([CH2:37][O:38][CH2:39][CH2:40][Si:41]([CH3:42])([CH3:44])[CH3:43])[CH:35]=[CH:36][C:29]=34)[CH:25]=[N:24]2)[CH2:20]1. The catalyst class is: 97. (4) Reactant: C(OC([N:11]1[CH2:15][CH2:14][CH:13]([C:16]([CH:19]2[CH2:21][CH2:20]2)=[N:17]O)[CH2:12]1)=O)C1C=CC=CC=1.[H][H]. Product: [CH:19]1([CH:16]([NH2:17])[CH:13]2[CH2:14][CH2:15][NH:11][CH2:12]2)[CH2:21][CH2:20]1. The catalyst class is: 94. (5) Reactant: C([NH:4][C:5]1[CH:10]=[C:9]([C:11]2[C:16]([F:17])=[CH:15][C:14]([Cl:18])=[C:13]([F:19])[C:12]=2[CH3:20])[N:8]=[C:7]([C:21]([O:23][CH3:24])=[O:22])[C:6]=1[Cl:25])(=O)C.C(Cl)(=O)C. Product: [NH2:4][C:5]1[CH:10]=[C:9]([C:11]2[C:16]([F:17])=[CH:15][C:14]([Cl:18])=[C:13]([F:19])[C:12]=2[CH3:20])[N:8]=[C:7]([C:21]([O:23][CH3:24])=[O:22])[C:6]=1[Cl:25]. The catalyst class is: 5.